This data is from Full USPTO retrosynthesis dataset with 1.9M reactions from patents (1976-2016). The task is: Predict the reactants needed to synthesize the given product. (1) Given the product [CH3:1][C:2]1[CH:7]=[CH:6][CH:5]=[C:4]([C:8]#[C:9][CH:10]=[C:11]2[CH2:12][CH2:13][N:14]([S:23]([C:20]3[CH:21]=[CH:22][C:17]([CH3:27])=[CH:18][CH:19]=3)(=[O:25])=[O:24])[CH2:15][CH2:16]2)[N:3]=1, predict the reactants needed to synthesize it. The reactants are: [CH3:1][C:2]1[CH:7]=[CH:6][CH:5]=[C:4]([C:8]#[C:9][CH:10]=[C:11]2[CH2:16][CH2:15][NH:14][CH2:13][CH2:12]2)[N:3]=1.[C:17]1([CH3:27])[CH:22]=[CH:21][C:20]([S:23](Cl)(=[O:25])=[O:24])=[CH:19][CH:18]=1. (2) The reactants are: [CH3:1][O:2][C:3](=[O:20])[CH2:4][CH2:5][CH2:6][CH2:7][CH2:8][CH2:9][CH2:10][CH2:11][CH2:12][CH2:13][CH2:14][CH2:15][CH2:16][CH2:17][CH2:18]Br.[CH2:21]([C:24]#[N:25])[C:22]#[N:23].C([O-])([O-])=O.[K+].[K+].Cl. Given the product [CH3:1][O:2][C:3](=[O:20])[CH2:4][CH2:5][CH2:6][CH2:7][CH2:8][CH2:9][CH2:10][CH2:11][CH2:12][CH2:13][CH2:14][CH2:15][CH2:16][CH2:17][CH2:18][CH:21]([C:24]#[N:25])[C:22]#[N:23], predict the reactants needed to synthesize it. (3) Given the product [O:13]1[C:17]2([CH2:18][CH2:19][CH:20]([N:23]3[C:28](=[O:29])[C:27]([CH2:30][C:31]4[CH:32]=[CH:33][C:34]([C:37]5[CH:42]=[CH:41][CH:40]=[CH:39][C:38]=5[C:43]5[NH:3][C:4](=[O:7])[O:5][N:44]=5)=[CH:35][CH:36]=4)=[C:26]([CH2:45][CH2:46][CH3:47])[N:25]4[N:48]=[C:49]([C:51]([F:54])([F:53])[F:52])[N:50]=[C:24]34)[CH2:21][CH2:22]2)[O:16][CH2:15][CH2:14]1, predict the reactants needed to synthesize it. The reactants are: [Cl-].O[NH3+:3].[C:4](=[O:7])([O-])[OH:5].[Na+].CS(C)=O.[O:13]1[C:17]2([CH2:22][CH2:21][CH:20]([N:23]3[C:28](=[O:29])[C:27]([CH2:30][C:31]4[CH:36]=[CH:35][C:34]([C:37]5[C:38]([C:43]#[N:44])=[CH:39][CH:40]=[CH:41][CH:42]=5)=[CH:33][CH:32]=4)=[C:26]([CH2:45][CH2:46][CH3:47])[N:25]4[N:48]=[C:49]([C:51]([F:54])([F:53])[F:52])[N:50]=[C:24]34)[CH2:19][CH2:18]2)[O:16][CH2:15][CH2:14]1. (4) Given the product [C:9]([O:13][C:14]([N:16]1[CH2:22][CH2:21][C:20]2[C:23]([O:28][CH2:2][CH2:3][CH2:4][C:5]([O:7][CH3:8])=[O:6])=[C:24]([Cl:27])[CH:25]=[CH:26][C:19]=2[CH2:18][CH2:17]1)=[O:15])([CH3:12])([CH3:10])[CH3:11], predict the reactants needed to synthesize it. The reactants are: Br[CH2:2][CH2:3][CH2:4][C:5]([O:7][CH3:8])=[O:6].[C:9]([O:13][C:14]([N:16]1[CH2:22][CH2:21][C:20]2[C:23]([OH:28])=[C:24]([Cl:27])[CH:25]=[CH:26][C:19]=2[CH2:18][CH2:17]1)=[O:15])([CH3:12])([CH3:11])[CH3:10].C1CCN2C(=NCCC2)CC1.CN(C=O)C. (5) Given the product [Br:1][C:2]1[CH:3]=[C:4]2[C:9](=[CH:10][CH:11]=1)[C:8]([N+:12]([O-:14])=[O:13])=[C:7]([NH2:18])[CH:6]=[CH:5]2, predict the reactants needed to synthesize it. The reactants are: [Br:1][C:2]1[CH:3]=[C:4]2[C:9](=[CH:10][CH:11]=1)[C:8]([N+:12]([O-:14])=[O:13])=[C:7](OC)[CH:6]=[CH:5]2.C[N:18](C)C=O.N.O. (6) The reactants are: COC[O:4][C:5]1[CH:6]=[C:7]([C:11]2[N:12]=[C:13]([N:23]3[CH2:28][CH2:27][O:26][CH2:25][CH2:24]3)[C:14]3[N:20]=[CH:19][C:18]([CH2:21][OH:22])=[CH:17][C:15]=3[N:16]=2)[CH:8]=[CH:9][CH:10]=1.Cl. Given the product [OH:22][CH2:21][C:18]1[CH:19]=[N:20][C:14]2[C:13]([N:23]3[CH2:28][CH2:27][O:26][CH2:25][CH2:24]3)=[N:12][C:11]([C:7]3[CH:6]=[C:5]([OH:4])[CH:10]=[CH:9][CH:8]=3)=[N:16][C:15]=2[CH:17]=1, predict the reactants needed to synthesize it. (7) Given the product [Cl:16][C:17]1[CH:18]=[CH:19][C:20]([OH:26])=[C:21](/[C:23](=[N:2]/[NH:1][C:3]([C:5]2[CH:6]=[C:7]([S:11]([NH:14][CH3:15])(=[O:13])=[O:12])[CH:8]=[CH:9][CH:10]=2)=[O:4])/[CH3:24])[CH:22]=1, predict the reactants needed to synthesize it. The reactants are: [NH:1]([C:3]([C:5]1[CH:6]=[C:7]([S:11]([NH:14][CH3:15])(=[O:13])=[O:12])[CH:8]=[CH:9][CH:10]=1)=[O:4])[NH2:2].[Cl:16][C:17]1[CH:18]=[CH:19][C:20]([OH:26])=[C:21]([C:23](=O)[CH3:24])[CH:22]=1.